Predict the reaction yield, written as a fraction of the theoretical maximum amount of product (1.0 means a 100% yield; for example, 0.34 means a 34% yield). From a dataset of Reaction yield outcomes from USPTO patents with 853,638 reactions. (1) The reactants are [F:1][C:2]1[CH:7]=[CH:6][C:5]([OH:8])=[CH:4][CH:3]=1.F[C:10]1[CH:15]=[CH:14][C:13]([F:16])=[CH:12][C:11]=1[N+:17]([O-:19])=[O:18].[F:20][C:21]1[CH:35]=[CH:34][C:24]([O:25][C:26]2[CH:32]=[CH:31][C:30]([F:33])=[CH:29][C:27]=2[NH2:28])=[CH:23][CH:22]=1.[NH2:36][C:37]1[S:38][CH:39]=[CH:40][N:41]=1. No catalyst specified. The product is [F:16][C:13]1[CH:14]=[CH:15][C:10]([O:8][C:5]2[CH:6]=[CH:7][C:2]([F:1])=[CH:3][CH:4]=2)=[C:11]([N+:17]([O-:19])=[O:18])[CH:12]=1.[F:33][C:30]1[CH:31]=[CH:32][C:26]([O:25][C:24]2[CH:34]=[CH:35][C:21]([F:20])=[CH:22][CH:23]=2)=[C:27]([NH:28][C:5]([NH:36][C:37]2[S:38][CH:39]=[CH:40][N:41]=2)=[O:8])[CH:29]=1. The yield is 0.750. (2) The reactants are [CH:1]1([N:7]2[C:12](=[O:13])[CH2:11][C:10](=[O:14])[N:9]([CH2:15][CH2:16][CH2:17][CH2:18][CH2:19][C:20]([O:22]CC)=[O:21])[C:8]2=[O:25])[CH2:6][CH2:5][CH2:4][CH2:3][CH2:2]1.C(N(C(C)C)CC)(C)C.[N:35]([CH2:38][C:39]([O:41]CC)=[O:40])=[C:36]=[O:37]. The catalyst is C(Cl)(Cl)Cl. The product is [C:39]([CH2:38][NH:35][C:36]([C:11]1[C:12](=[O:13])[N:7]([CH:1]2[CH2:2][CH2:3][CH2:4][CH2:5][CH2:6]2)[C:8](=[O:25])[N:9]([CH2:15][CH2:16][CH2:17][CH2:18][CH2:19][C:20]([OH:22])=[O:21])[C:10]=1[OH:14])=[O:37])([OH:41])=[O:40]. The yield is 0.400.